From a dataset of Reaction yield outcomes from USPTO patents with 853,638 reactions. Predict the reaction yield, written as a fraction of the theoretical maximum amount of product (1.0 means a 100% yield; for example, 0.34 means a 34% yield). (1) The reactants are [CH3:1][N:2]1[C:7](=[O:8])[C:6]([NH:9][C:10]2[CH:15]=[CH:14][C:13]([N:16]3[CH2:21][CH2:20][N:19]([CH:22]4[CH2:25][O:24][CH2:23]4)[CH2:18][CH2:17]3)=[CH:12][N:11]=2)=[CH:5][C:4]([C:26]2[C:31]([CH:32]=[O:33])=[C:30]([N:34]3[CH:46]=[CH:45][N:37]4[C:38]5[CH2:39][CH2:40][CH2:41][CH2:42][C:43]=5[CH:44]=[C:36]4[C:35]3=[O:47])[N:29]=[CH:28][CH:27]=2)=[CH:3]1.[CH3:48]N1C=C(B2OC(C)(C)C(C)(C)O2)C=C(NC2C=CC(N3CCN(C4COC4)C[C@@H]3C)=CN=2)C1=O.C([O-])(=O)C.[Na+].C(#N)C. The catalyst is C1C=CC(P(C2C=CC=CC=2)[C-]2C=CC=C2)=CC=1.C1C=CC(P(C2C=CC=CC=2)[C-]2C=CC=C2)=CC=1.Cl[Pd]Cl.[Fe+2].O. The product is [CH3:1][N:2]1[C:7](=[O:8])[C:6]([NH:9][C:10]2[CH:15]=[CH:14][C:13]([N:16]3[CH2:21][CH2:20][N:19]([CH:22]4[CH2:25][O:24][CH2:23]4)[CH2:18][C@@H:17]3[CH3:48])=[CH:12][N:11]=2)=[CH:5][C:4]([C:26]2[C:31]([CH:32]=[O:33])=[C:30]([N:34]3[CH:46]=[CH:45][N:37]4[C:38]5[CH2:39][CH2:40][CH2:41][CH2:42][C:43]=5[CH:44]=[C:36]4[C:35]3=[O:47])[N:29]=[CH:28][CH:27]=2)=[CH:3]1. The yield is 0.640. (2) The reactants are ClC1N=NC(NC)=C(C2C=CC=CC=2)C=1.[Cl:16][C:17]1[N:22]=[N:21][C:20]([N:23]([CH3:40])[C:24](=[O:39])[C:25]2[CH:30]=[C:29]([C:31]([F:34])([F:33])[F:32])[CH:28]=[C:27]([S:35]([CH3:38])(=[O:37])=[O:36])[CH:26]=2)=[C:19]([C:41]2[CH:46]=[CH:45][C:44](F)=[CH:43][C:42]=2OC)[CH:18]=1. The catalyst is CCCCCCC.C(OCC)(=O)C. The product is [Cl:16][C:17]1[N:22]=[N:21][C:20]([N:23]([CH3:40])[C:24](=[O:39])[C:25]2[CH:30]=[C:29]([C:31]([F:34])([F:32])[F:33])[CH:28]=[C:27]([S:35]([CH3:38])(=[O:36])=[O:37])[CH:26]=2)=[C:19]([C:41]2[CH:46]=[CH:45][CH:44]=[CH:43][CH:42]=2)[CH:18]=1. The yield is 0.200.